This data is from Full USPTO retrosynthesis dataset with 1.9M reactions from patents (1976-2016). The task is: Predict the reactants needed to synthesize the given product. (1) Given the product [CH2:11]([NH:13][C:2]1[CH:7]=[CH:6][CH:5]=[CH:4][C:3]=1[N+:8]([O-:10])=[O:9])[CH3:12], predict the reactants needed to synthesize it. The reactants are: F[C:2]1[CH:7]=[CH:6][CH:5]=[CH:4][C:3]=1[N+:8]([O-:10])=[O:9].[CH2:11]([NH2:13])[CH3:12].C(=O)([O-])[O-].[K+].[K+].O. (2) Given the product [CH:1]1([N:6]2[C:15]3[N:14]=[C:13]([NH:16][C:17]4[CH:25]=[CH:24][C:20]([C:21]([OH:23])=[O:22])=[CH:19][C:18]=4[O:26][CH3:27])[N:12]=[CH:11][C:10]=3[N:9]([CH3:28])[CH2:8][C@H:7]2[CH2:29][CH2:30][CH3:31])[CH2:2][CH2:3][CH2:4][CH2:5]1, predict the reactants needed to synthesize it. The reactants are: [CH:1]1([N:6]2[C:15]3[N:14]=[C:13]([NH:16][C:17]4[CH:25]=[CH:24][C:20]([C:21]([OH:23])=[O:22])=[CH:19][C:18]=4[O:26][CH3:27])[N:12]=[CH:11][C:10]=3[N:9]([CH3:28])[CH2:8][C@H:7]2[CH:29]2[CH2:31][CH2:30]2)[CH2:5][CH2:4][CH2:3][CH2:2]1.N[C@@H](C(OC)=O)CCC. (3) The reactants are: [Cl:1][C:2]1[C:7]([NH:8][S:9]([C:12]2[CH:17]=[CH:16][C:15]([F:18])=[CH:14][CH:13]=2)(=[O:11])=[O:10])=[CH:6][C:5](B2OC(C)(C)C(C)(C)O2)=[CH:4][N:3]=1.Br[C:29]1[CH:34]=[CH:33][C:32]2[O:35][CH2:36][CH2:37][O:38][C:31]=2[CH:30]=1.C(=O)([O-])[O-].[Cs+].[Cs+].O1CCOCC1. Given the product [Cl:1][C:2]1[C:7]([NH:8][S:9]([C:12]2[CH:13]=[CH:14][C:15]([F:18])=[CH:16][CH:17]=2)(=[O:10])=[O:11])=[CH:6][C:5]([C:29]2[CH:34]=[CH:33][C:32]3[O:35][CH2:36][CH2:37][O:38][C:31]=3[CH:30]=2)=[CH:4][N:3]=1, predict the reactants needed to synthesize it. (4) Given the product [NH:20]([C:2]1[N:7]=[N:6][C:5]([C:8]2[CH:13]=[CH:12][C:11]([NH:14][S:15]([CH3:18])(=[O:17])=[O:16])=[CH:10][CH:9]=2)=[CH:4][CH:3]=1)[NH2:21], predict the reactants needed to synthesize it. The reactants are: Cl[C:2]1[N:7]=[N:6][C:5]([C:8]2[CH:13]=[CH:12][C:11]([NH:14][S:15]([CH3:18])(=[O:17])=[O:16])=[CH:10][CH:9]=2)=[CH:4][CH:3]=1.O.[NH2:20][NH2:21]. (5) Given the product [O:10]([C:17]1[CH:22]=[CH:21][C:20]([C:23]2[C:24]3=[N:29][S:6](=[O:8])(=[O:7])[CH2:5][CH2:4][N:25]3[CH:26]=[CH:27][CH:28]=2)=[CH:19][CH:18]=1)[C:11]1[CH:12]=[CH:13][CH:14]=[CH:15][CH:16]=1, predict the reactants needed to synthesize it. The reactants are: [H-].[Na+].Cl[CH2:4][CH2:5][S:6](Cl)(=[O:8])=[O:7].[O:10]([C:17]1[CH:22]=[CH:21][C:20]([C:23]2[C:24]([NH2:29])=[N:25][CH:26]=[CH:27][CH:28]=2)=[CH:19][CH:18]=1)[C:11]1[CH:16]=[CH:15][CH:14]=[CH:13][CH:12]=1. (6) Given the product [Cl:22][CH2:18][C:15]1[N:16]2[CH:17]=[C:10]([C:5]3[CH:6]=[CH:7][CH:8]=[CH:9][C:4]=3[N+:1]([O-:3])=[O:2])[N:11]=[C:12]2[S:13][CH:14]=1, predict the reactants needed to synthesize it. The reactants are: [N+:1]([C:4]1[CH:9]=[CH:8][CH:7]=[CH:6][C:5]=1[C:10]1[N:11]=[C:12]2[N:16]([CH:17]=1)[C:15]([CH2:18]O)=[CH:14][S:13]2)([O-:3])=[O:2].S(Cl)([Cl:22])=O. (7) Given the product [Cl:1][C:2]1[CH:43]=[CH:42][C:5]([CH2:6][N:7]2[C:12](=[N:48][C:47]3[CH:49]=[CH:50][C:51]([O:52][CH:53]([CH3:54])[CH3:55])=[C:45]([Cl:44])[CH:46]=3)[NH:11][C:10](=[O:16])[N:9]([CH2:17][C:18]3([CH2:22][O:23][Si:24]([C:37]([CH3:39])([CH3:40])[CH3:38])([C:25]4[CH:26]=[CH:27][CH:28]=[CH:29][CH:30]=4)[C:31]4[CH:32]=[CH:33][CH:34]=[CH:35][CH:36]=4)[CH2:21][O:20][CH2:19]3)[C:8]2=[O:41])=[CH:4][CH:3]=1, predict the reactants needed to synthesize it. The reactants are: [Cl:1][C:2]1[CH:43]=[CH:42][C:5]([CH2:6][N:7]2[C:12](SCC)=[N:11][C:10](=[O:16])[N:9]([CH2:17][C:18]3([CH2:22][O:23][Si:24]([C:37]([CH3:40])([CH3:39])[CH3:38])([C:31]4[CH:36]=[CH:35][CH:34]=[CH:33][CH:32]=4)[C:25]4[CH:30]=[CH:29][CH:28]=[CH:27][CH:26]=4)[CH2:21][O:20][CH2:19]3)[C:8]2=[O:41])=[CH:4][CH:3]=1.[Cl:44][C:45]1[CH:46]=[C:47]([CH:49]=[CH:50][C:51]=1[O:52][CH:53]([CH3:55])[CH3:54])[NH2:48].C(O)(=O)C.C(=O)(O)[O-].[Na+].